Dataset: Catalyst prediction with 721,799 reactions and 888 catalyst types from USPTO. Task: Predict which catalyst facilitates the given reaction. (1) Reactant: [Br:1][C:2]1[CH:3]=[CH:4][CH:5]=[C:6]2[C:11]=1[N:10]=[CH:9][CH:8]=[C:7]2[CH:12]=[N:13][OH:14].ClN1C(=O)CCC1=O.C(=O)(O)[O-].[K+].[Cl:28][C:29]1[CH:34]=[C:33]([C:35]([C:37]([F:40])([F:39])[F:38])=[CH2:36])[CH:32]=[C:31]([Cl:41])[CH:30]=1. Product: [Br:1][C:2]1[CH:3]=[CH:4][CH:5]=[C:6]2[C:11]=1[N:10]=[CH:9][CH:8]=[C:7]2[C:12]1[CH2:36][C:35]([C:33]2[CH:32]=[C:31]([Cl:41])[CH:30]=[C:29]([Cl:28])[CH:34]=2)([C:37]([F:38])([F:40])[F:39])[O:14][N:13]=1. The catalyst class is: 118. (2) Reactant: [C:1]([C:3]1[CH:4]=[C:5]2[C:10](=[CH:11][C:12]=1[OH:13])[N:9]=[CH:8][CH:7]=[C:6]2[O:14][C:15]1[CH:20]=[CH:19][C:18]([NH:21][C:22]([NH:24][C:25]2[CH:30]=[CH:29][C:28]([O:31][CH3:32])=[CH:27][CH:26]=2)=[O:23])=[CH:17][CH:16]=1)#[N:2].C(=O)([O-])[O-].[K+].[K+].Br[CH2:40][CH2:41][CH2:42][CH2:43][Cl:44]. Product: [C:1]([C:3]1[CH:4]=[C:5]2[C:10](=[CH:11][C:12]=1[O:13][CH2:40][CH2:41][CH2:42][CH2:43][Cl:44])[N:9]=[CH:8][CH:7]=[C:6]2[O:14][C:15]1[CH:20]=[CH:19][C:18]([NH:21][C:22]([NH:24][C:25]2[CH:26]=[CH:27][C:28]([O:31][CH3:32])=[CH:29][CH:30]=2)=[O:23])=[CH:17][CH:16]=1)#[N:2]. The catalyst class is: 391. (3) Reactant: [NH2:1][C:2]1[N:7]=[C:6]([C:8]2[CH:13]=[CH:12][C:11]([F:14])=[CH:10][CH:9]=2)[C:5]([C:15]#[N:16])=[C:4](S(C)=O)[N:3]=1.N1C=CC=CC=1C([OH:28])C.[CH2:29]1[CH2:39][CH2:38][N:37]2C(=N[CH2:34][CH2:35][CH2:36]2)C[CH2:30]1. Product: [NH2:1][C:2]1[N:7]=[C:6]([C:8]2[CH:13]=[CH:12][C:11]([F:14])=[CH:10][CH:9]=2)[C:5]([C:15]#[N:16])=[C:4]([O:28][CH2:34][CH2:35][C:36]2[CH:30]=[CH:29][CH:39]=[CH:38][N:37]=2)[N:3]=1. The catalyst class is: 57. (4) Reactant: [CH2:1]([NH:8][CH2:9][CH2:10][C:11]1[CH:16]=[CH:15][C:14]([S:17][C:18]2[CH:23]=[CH:22][C:21]([OH:24])=[CH:20][CH:19]=2)=[CH:13][CH:12]=1)[C:2]1[CH:7]=[CH:6][CH:5]=[CH:4][CH:3]=1.[C:25](O[C:25]([O:27][C:28]([CH3:31])([CH3:30])[CH3:29])=[O:26])([O:27][C:28]([CH3:31])([CH3:30])[CH3:29])=[O:26]. Product: [CH2:1]([N:8]([CH2:9][CH2:10][C:11]1[CH:16]=[CH:15][C:14]([S:17][C:18]2[CH:19]=[CH:20][C:21]([OH:24])=[CH:22][CH:23]=2)=[CH:13][CH:12]=1)[C:25](=[O:26])[O:27][C:28]([CH3:31])([CH3:30])[CH3:29])[C:2]1[CH:3]=[CH:4][CH:5]=[CH:6][CH:7]=1. The catalyst class is: 7. (5) Reactant: [CH2:1]=[C:2]1[CH2:5][CH:4]([C:6]([O:8][CH2:9][CH3:10])=[O:7])[CH2:3]1.B(O[O-])=[O:12].[Na+].O1CCOCC1. Product: [OH:12][CH2:1][CH:2]1[CH2:5][CH:4]([C:6]([O:8][CH2:9][CH3:10])=[O:7])[CH2:3]1. The catalyst class is: 30. (6) Reactant: [Br:1][C:2]1[CH:8]=[C:7]([OH:9])[C:6]([Br:10])=[CH:5][C:3]=1[OH:4].[N+]([O-])([O-])=O.[NH4+].[Ce]. Product: [Br:1][C:2]1[C:3](=[O:4])[CH:5]=[C:6]([Br:10])[C:7](=[O:9])[CH:8]=1. The catalyst class is: 47. (7) Reactant: [CH2:1]([O:3][C:4](=[O:46])[C@@H:5]([O:43][CH2:44][CH3:45])[CH2:6][C:7]1[CH:12]=[CH:11][C:10]([O:13][CH2:14]/[CH:15]=[C:16](/[C:18]2[CH:23]=[CH:22][C:21]([C:24]3[CH:29]=[CH:28][C:27]([C:30]([CH3:42])=[CH:31][CH2:32][O:33]C[Si](C(C)(C)C)(C)C)=[CH:26][CH:25]=3)=[CH:20][CH:19]=2)\[CH3:17])=[CH:9][CH:8]=1)[CH3:2].[F-].C([N+](CCCC)(CCCC)CCCC)CCC. Product: [CH2:1]([O:3][C:4](=[O:46])[C@@H:5]([O:43][CH2:44][CH3:45])[CH2:6][C:7]1[CH:8]=[CH:9][C:10]([O:13][CH2:14]/[CH:15]=[C:16](/[C:18]2[CH:23]=[CH:22][C:21]([C:24]3[CH:29]=[CH:28][C:27](/[C:30](/[CH3:42])=[CH:31]/[CH2:32][OH:33])=[CH:26][CH:25]=3)=[CH:20][CH:19]=2)\[CH3:17])=[CH:11][CH:12]=1)[CH3:2]. The catalyst class is: 299.